This data is from Full USPTO retrosynthesis dataset with 1.9M reactions from patents (1976-2016). The task is: Predict the reactants needed to synthesize the given product. (1) Given the product [I:1][C:2]1[CH:3]=[C:4]([C:8]2[NH:40][C:35]3[C:36]([C:9]=2[CH2:10][CH2:11][CH2:12][N:13]2[CH2:18][CH2:17][CH:16]([C:19]4[CH:20]=[C:21]([NH:25][C:26](=[O:30])[CH:27]([CH3:29])[CH3:28])[CH:22]=[CH:23][CH:24]=4)[CH2:15][CH2:14]2)=[CH:37][CH:38]=[CH:39][C:34]=3[CH3:33])[CH:5]=[CH:6][CH:7]=1, predict the reactants needed to synthesize it. The reactants are: [I:1][C:2]1[CH:3]=[C:4]([C:8](=O)[CH2:9][CH2:10][CH2:11][CH2:12][N:13]2[CH2:18][CH2:17][CH:16]([C:19]3[CH:20]=[C:21]([NH:25][C:26](=[O:30])[CH:27]([CH3:29])[CH3:28])[CH:22]=[CH:23][CH:24]=3)[CH2:15][CH2:14]2)[CH:5]=[CH:6][CH:7]=1.Cl.[CH3:33][C:34]1[CH:39]=[CH:38][CH:37]=[CH:36][C:35]=1[NH:40]N. (2) Given the product [CH3:9][O:10][C:11]1[C:12]([O:43][CH3:44])=[CH:13][C:14]2[N:20]=[CH:19][C@@H:18]3[CH2:30][C:31]([C:33]4[CH:34]=[CH:35][C:36]([O:39][CH3:40])=[CH:37][CH:38]=4)=[CH:32][N:17]3[C:16](=[O:41])[C:15]=2[CH:42]=1, predict the reactants needed to synthesize it. The reactants are: [BH4-].[BH4-].[BH4-].[BH4-].[Na+].[Na+].[Na+].[Na+].[CH3:9][O:10][C:11]1[C:12]([O:43][CH3:44])=[CH:13][C:14]2[N:20](COCC[Si](C)(C)C)[C:19](=O)[C@@H:18]3[CH2:30][C:31]([C:33]4[CH:38]=[CH:37][C:36]([O:39][CH3:40])=[CH:35][CH:34]=4)=[CH:32][N:17]3[C:16](=[O:41])[C:15]=2[CH:42]=1.CCO.C1COCC1. (3) Given the product [NH2:4][C:5]1[C:13]([N+:14]([O-:16])=[O:15])=[CH:12][C:8]([C:9]([O:11][CH3:19])=[O:10])=[C:7]([F:17])[CH:6]=1, predict the reactants needed to synthesize it. The reactants are: C([NH:4][C:5]1[C:13]([N+:14]([O-:16])=[O:15])=[CH:12][C:8]([C:9]([OH:11])=[O:10])=[C:7]([F:17])[CH:6]=1)(=O)C.Cl.[C:19]([O-])(O)=O.[Na+]. (4) The reactants are: [Br:1][C:2]1[N:7]=[C:6]([NH:8][C:9]2[CH:10]=[C:11]3[C:15](=[CH:16][CH:17]=2)[NH:14][CH:13]=[CH:12]3)[C:5]([NH2:18])=[N:4][CH:3]=1.[C:19](N1C=CN=C1)(N1C=CN=C1)=[O:20]. Given the product [Br:1][C:2]1[N:7]=[C:6]2[N:8]([C:9]3[CH:10]=[C:11]4[C:15](=[CH:16][CH:17]=3)[NH:14][CH:13]=[CH:12]4)[C:19](=[O:20])[NH:18][C:5]2=[N:4][CH:3]=1, predict the reactants needed to synthesize it. (5) Given the product [CH2:5]([O:12][C:13]([N:15]1[CH2:22][CH2:21][CH2:20][C@@H:16]1[CH2:17][OH:18])=[O:14])[C:6]1[CH:11]=[CH:10][CH:9]=[CH:8][CH:7]=1, predict the reactants needed to synthesize it. The reactants are: CSC.B.[CH2:5]([O:12][C:13]([N:15]1[CH2:22][CH2:21][CH2:20][C@@H:16]1[C:17](O)=[O:18])=[O:14])[C:6]1[CH:11]=[CH:10][CH:9]=[CH:8][CH:7]=1.Cl.C(Cl)(Cl)Cl. (6) Given the product [Br:17][C:14]1[CH:15]=[CH:16][C:11]([N:1]2[C:9]3[C:4](=[CH:5][CH:6]=[CH:7][CH:8]=3)[CH:3]=[CH:2]2)=[CH:12][CH:13]=1, predict the reactants needed to synthesize it. The reactants are: [NH:1]1[C:9]2[C:4](=[CH:5][CH:6]=[CH:7][CH:8]=2)[CH:3]=[CH:2]1.F[C:11]1[CH:16]=[CH:15][C:14]([Br:17])=[CH:13][CH:12]=1.[F-].[K+].C1OCCOCCOCCOCCOCCOC1. (7) Given the product [N:22]1([C:18]2[CH:17]=[C:16]([NH:13][C:14](=[O:15])[NH:1][C@@H:2]([CH2:4][N+:5]([CH3:8])([CH3:7])[CH3:6])[CH2:9][C:10]([O-:11])=[O:12])[CH:21]=[CH:20][CH:19]=2)[CH:23]=[CH:24][CH:25]=[CH:26]1, predict the reactants needed to synthesize it. The reactants are: [NH2:1][C:2]([CH2:9][C:10](=[O:12])[O-:11])([CH2:4][N+:5]([CH3:8])([CH3:7])[CH3:6])O.[N:13]([C:16]1[CH:17]=[C:18]([N:22]2[CH:26]=[CH:25][CH:24]=[CH:23]2)[CH:19]=[CH:20][CH:21]=1)=[C:14]=[O:15]. (8) Given the product [CH:2]([O:37][CH:24]([CH3:23])[CH3:25])([CH3:7])[CH3:3].[NH2:13][C:3]1[CH:4]=[C:5]([O:8][C:9]([F:10])([F:11])[F:12])[CH:6]=[CH:7][C:2]=1[NH-:1], predict the reactants needed to synthesize it. The reactants are: [NH2:1][C:2]1[CH:7]=[CH:6][C:5]([O:8][C:9]([F:12])([F:11])[F:10])=[CH:4][C:3]=1[NH2:13].C(N(CC)CC)C.C1C=[CH:23][C:24](=[O:37])[C:25]2C=1C(C(Cl)=O)=C1C=2C=CC=C1.